From a dataset of Forward reaction prediction with 1.9M reactions from USPTO patents (1976-2016). Predict the product of the given reaction. The product is: [CH3:1][O:2][C:3](=[O:23])[CH2:4][CH2:5][C:6]1[N:7]=[C:8]([C:33](=[O:34])[NH:49][CH:46]2[CH2:47][CH2:48][N:43]([CH:40]([CH3:42])[CH3:41])[CH2:44][CH2:45]2)[N:9]([CH2:11][C:12]2[CH:16]=[C:15]([C:17]3[S:18][C:19]([Cl:22])=[CH:20][CH:21]=3)[O:14][N:13]=2)[CH:10]=1. Given the reactants [CH3:1][O:2][C:3](=[O:23])[CH2:4][CH2:5][C:6]1[N:7]=[CH:8][N:9]([CH2:11][C:12]2[CH:16]=[C:15]([C:17]3[S:18][C:19]([Cl:22])=[CH:20][CH:21]=3)[O:14][N:13]=2)[CH:10]=1.CCN(CC)CC.ClC(Cl)(Cl)[C:33](Cl)=[O:34].Cl.Cl.[CH:40]([N:43]1[CH2:48][CH2:47][CH:46]([NH2:49])[CH2:45][CH2:44]1)([CH3:42])[CH3:41], predict the reaction product.